Dataset: Forward reaction prediction with 1.9M reactions from USPTO patents (1976-2016). Task: Predict the product of the given reaction. Given the reactants [CH3:1][NH:2][C@@H:3]([C:12]1[CH:17]=[CH:16][CH:15]=[CH:14][CH:13]=1)[CH2:4][N:5]1[CH2:9][C@@H:8]([OH:10])[C@H:7]([OH:11])[CH2:6]1.[Cl:18][C:19]1[CH:20]=[C:21]([CH2:26][C:27]([OH:29])=O)[CH:22]=[CH:23][C:24]=1[Cl:25].C(N(CC)C(C)C)(C)C.F[B-](F)(F)F.N1(OC(N(C)C)=[N+](C)C)C2C=CC=CC=2N=N1, predict the reaction product. The product is: [ClH:18].[Cl:18][C:19]1[CH:20]=[C:21]([CH2:26][C:27]([N:2]([C@@H:3]([C:12]2[CH:17]=[CH:16][CH:15]=[CH:14][CH:13]=2)[CH2:4][N:5]2[CH2:9][C@@H:8]([OH:10])[C@H:7]([OH:11])[CH2:6]2)[CH3:1])=[O:29])[CH:22]=[CH:23][C:24]=1[Cl:25].[ClH:18].